From a dataset of Forward reaction prediction with 1.9M reactions from USPTO patents (1976-2016). Predict the product of the given reaction. The product is: [C:9]([O:13][C:14]([NH:16][CH2:17][C@H:18]([N:23]1[CH2:24][CH2:25][N:26]([S:4]([CH2:3][CH:2]([CH3:8])[CH3:1])(=[O:6])=[O:5])[CH2:27][CH2:28]1)[C:19]([O:21][CH3:22])=[O:20])=[O:15])([CH3:12])([CH3:10])[CH3:11]. Given the reactants [CH3:1][CH:2]([CH3:8])[CH2:3][S:4](Cl)(=[O:6])=[O:5].[C:9]([O:13][C:14]([NH:16][CH2:17][C@H:18]([N:23]1[CH2:28][CH2:27][NH:26][CH2:25][CH2:24]1)[C:19]([O:21][CH3:22])=[O:20])=[O:15])([CH3:12])([CH3:11])[CH3:10].C(N(CC)CC)C.O, predict the reaction product.